From a dataset of Full USPTO retrosynthesis dataset with 1.9M reactions from patents (1976-2016). Predict the reactants needed to synthesize the given product. (1) The reactants are: [NH2:1][C:2]1[N:7]=[C:6]([C:8]([O:10][CH3:11])=[O:9])[CH:5]=[CH:4][C:3]=1/[CH:12]=[CH:13]/[C:14]([O:16][CH2:17][CH3:18])=[O:15]. Given the product [NH2:1][C:2]1[N:7]=[C:6]([C:8]([O:10][CH3:11])=[O:9])[CH:5]=[CH:4][C:3]=1[CH2:12][CH2:13][C:14]([O:16][CH2:17][CH3:18])=[O:15], predict the reactants needed to synthesize it. (2) Given the product [CH3:1][N:24]1[CH2:25][CH2:26][C:21]([C:18]2[CH:17]=[CH:16][C:15]([Cl:14])=[CH:20][CH:19]=2)([CH2:27][NH:28][C:29]([C:31]2[C:40]3[C:35](=[CH:36][CH:37]=[CH:38][CH:39]=3)[CH:34]=[C:33]([C:41]#[N:42])[C:32]=2[O:43][CH3:44])=[O:30])[CH2:22][CH2:23]1, predict the reactants needed to synthesize it. The reactants are: [C:1]([O-])(=O)CC(CC([O-])=O)(C([O-])=O)O.[Cl:14][C:15]1[CH:20]=[CH:19][C:18]([C:21]2([CH2:27][NH:28][C:29]([C:31]3[C:40]4[C:35](=[CH:36][CH:37]=[CH:38][CH:39]=4)[CH:34]=[C:33]([C:41]#[N:42])[C:32]=3[O:43][CH3:44])=[O:30])[CH2:26][CH2:25][NH:24][CH2:23][CH2:22]2)=[CH:17][CH:16]=1.